Task: Predict the product of the given reaction.. Dataset: Forward reaction prediction with 1.9M reactions from USPTO patents (1976-2016) (1) Given the reactants [H-].[Al+3].[Li+].[H-].[H-].[H-].[CH3:7][O:8][C:9]1[CH:19]=[CH:18][C:12]2[NH:13][C:14](=O)[CH2:15][O:16][C:11]=2[CH:10]=1.O.[OH-].[Na+], predict the reaction product. The product is: [CH3:7][O:8][C:9]1[CH:19]=[CH:18][C:12]2[NH:13][CH2:14][CH2:15][O:16][C:11]=2[CH:10]=1. (2) Given the reactants [C:1]([NH:8][CH2:9][CH2:10][C:11]1[CH:16]=[CH:15][CH:14]=[CH:13][CH:12]=1)([O:3][C:4]([CH3:7])([CH3:6])[CH3:5])=[O:2].C(O)(=O)C, predict the reaction product. The product is: [C:1]([NH:8][CH2:9][CH2:10][CH:11]1[CH2:12][CH2:13][CH2:14][CH2:15][CH2:16]1)([O:3][C:4]([CH3:6])([CH3:7])[CH3:5])=[O:2]. (3) Given the reactants [Cl:1][C:2]1[CH:3]=[C:4]([C:9]2[CH:14]=[CH:13][CH:12]=[CH:11][C:10]=2[S:15]C)[C:5](N)=[N:6][CH:7]=1.N(OC(C)(C)C)=O, predict the reaction product. The product is: [Cl:1][C:2]1[CH:3]=[C:4]2[C:9]3[CH:14]=[CH:13][CH:12]=[CH:11][C:10]=3[S:15][C:5]2=[N:6][CH:7]=1.